Predict the reaction yield, written as a fraction of the theoretical maximum amount of product (1.0 means a 100% yield; for example, 0.34 means a 34% yield). From a dataset of Reaction yield outcomes from USPTO patents with 853,638 reactions. (1) The reactants are [Br:1][C:2]1[N:7]=[C:6]([NH:8][C:9](=[O:15])[O:10][C:11]([CH3:14])([CH3:13])[CH3:12])[CH:5]=[CH:4][CH:3]=1.[H-].[Na+].CC1C=CC(S(O[CH2:29][C:30]2([O:36][CH3:37])[CH2:35][CH2:34][O:33][CH2:32][CH2:31]2)(=O)=O)=CC=1. The catalyst is CN(C=O)C.C(OCC)(=O)C. The product is [Br:1][C:2]1[N:7]=[C:6]([N:8]([CH2:29][C:30]2([O:36][CH3:37])[CH2:35][CH2:34][O:33][CH2:32][CH2:31]2)[C:9](=[O:15])[O:10][C:11]([CH3:12])([CH3:14])[CH3:13])[CH:5]=[CH:4][CH:3]=1. The yield is 0.460. (2) The reactants are [C:1]([O:5][C:6]([N:8]1[CH2:13][CH2:12][N:11]([CH2:14][C:15]2[N:16]=[C:17]3[N:21]([CH:22]=2)[C:20]([C:23]2[CH:28]=[CH:27][CH:26]=[CH:25][C:24]=2[N+:29]([O-])=O)=[CH:19][S:18]3)[CH2:10][CH2:9]1)=[O:7])([CH3:4])([CH3:3])[CH3:2].CO.O.[SH-].[Na+]. The catalyst is O. The product is [C:1]([O:5][C:6]([N:8]1[CH2:9][CH2:10][N:11]([CH2:14][C:15]2[N:16]=[C:17]3[N:21]([CH:22]=2)[C:20]([C:23]2[CH:28]=[CH:27][CH:26]=[CH:25][C:24]=2[NH2:29])=[CH:19][S:18]3)[CH2:12][CH2:13]1)=[O:7])([CH3:4])([CH3:2])[CH3:3]. The yield is 0.920. (3) The reactants are C[O:2][C:3]1[CH:8]=[CH:7][C:6]([C@@H:9]2[CH2:18][CH2:17][C@@:11]3([NH:15][C:14](=[O:16])[O:13][CH2:12]3)[CH2:10]2)=[CH:5][CH:4]=1.B(Br)(Br)Br. The catalyst is C(Cl)Cl. The product is [OH:2][C:3]1[CH:8]=[CH:7][C:6]([C@@H:9]2[CH2:18][CH2:17][C@@:11]3([NH:15][C:14](=[O:16])[O:13][CH2:12]3)[CH2:10]2)=[CH:5][CH:4]=1. The yield is 0.840. (4) The reactants are [Br:1][C:2]1[C:7]([CH3:8])=[CH:6][C:5]([OH:9])=[CH:4][C:3]=1[CH3:10].[CH3:11][S:12][CH2:13][CH2:14][CH2:15]O.C(P(CCCC)CCCC)CCC.N(C(N1CCCCC1)=O)=NC(N1CCCCC1)=O. The catalyst is C1(C)C=CC=CC=1.CCCCCC. The product is [Br:1][C:2]1[C:7]([CH3:8])=[CH:6][C:5]([O:9][CH2:15][CH2:14][CH2:13][S:12][CH3:11])=[CH:4][C:3]=1[CH3:10]. The yield is 0.870. (5) The reactants are CCN(C(C)C)C(C)C.[N:10]1[CH:15]=[CH:14][CH:13]=[C:12]([N:16]2[CH:20]=[C:19]([C:21]([NH:23][CH2:24][C:25]([OH:27])=O)=[O:22])[N:18]=[N:17]2)[CH:11]=1.NC1C=NC=CC=1.C1C=CC2N(O)N=NC=2C=1.CCN=C=NCCCN(C)C.Cl.[F:57][C:58]1[CH:70]=[CH:69][C:61]([O:62][CH:63]2[CH2:68][CH2:67][NH:66][CH2:65][CH2:64]2)=[CH:60][C:59]=1[C:71]([F:74])([F:73])[F:72].Cl.ClC1C=CC=CC=1OC1CCNCC1. The catalyst is CN(C=O)C. The product is [F:57][C:58]1[CH:70]=[CH:69][C:61]([O:62][CH:63]2[CH2:68][CH2:67][N:66]([C:25](=[O:27])[CH2:24][NH:23][C:21]([C:19]3[N:18]=[N:17][N:16]([C:12]4[CH:11]=[N:10][CH:15]=[CH:14][CH:13]=4)[CH:20]=3)=[O:22])[CH2:65][CH2:64]2)=[CH:60][C:59]=1[C:71]([F:74])([F:72])[F:73]. The yield is 0.200. (6) The reactants are [Cl:1][C:2]1[C:7]([CH:8]([CH3:10])[CH3:9])=[CH:6][C:5]([NH2:11])=[C:4]([N+:12]([O-])=O)[CH:3]=1.[CH2:15]([O:17][C:18]([C:20]1[C:21]([CH:26]=O)=[N:22][NH:23][C:24]=1[CH3:25])=[O:19])[CH3:16].[O-]S(S([O-])=O)=O.[Na+].[Na+]. The catalyst is [NH4+].[OH-]. The product is [CH2:15]([O:17][C:18]([C:20]1[C:21]([C:26]2[NH:11][C:5]3[CH:6]=[C:7]([CH:8]([CH3:10])[CH3:9])[C:2]([Cl:1])=[CH:3][C:4]=3[N:12]=2)=[N:22][NH:23][C:24]=1[CH3:25])=[O:19])[CH3:16]. The yield is 0.630. (7) The product is [Cl:22][C:3]1[CH:4]=[C:5]([C:19]([NH2:21])=[O:20])[C:6]2[NH:7][C:8]3[C:13]([C:14]=2[C:2]=1[C:38]1[CH:39]=[CH:40][CH:41]=[C:36]([N:31]2[C:32](=[O:35])[CH:33]=[C:34]4[C:25]([O:24][CH3:23])=[CH:26][CH:27]=[CH:28][N:29]4[C:30]2=[O:52])[C:37]=1[CH3:51])=[CH:12][CH:11]=[C:10]([C:15]([OH:18])([CH3:17])[CH3:16])[CH:9]=3. The reactants are Br[C:2]1[C:14]2[C:13]3[C:8](=[CH:9][C:10]([C:15]([OH:18])([CH3:17])[CH3:16])=[CH:11][CH:12]=3)[NH:7][C:6]=2[C:5]([C:19]([NH2:21])=[O:20])=[CH:4][C:3]=1[Cl:22].[CH3:23][O:24][C:25]1[C:34]2[N:29]([C:30](=[O:52])[N:31]([C:36]3[CH:41]=[CH:40][CH:39]=[C:38](B4OC(C)(C)C(C)(C)O4)[C:37]=3[CH3:51])[C:32](=[O:35])[CH:33]=2)[CH:28]=[CH:27][CH:26]=1.C([O-])([O-])=O.[Cs+].[Cs+]. The catalyst is C1COCC1.O.C1C=CC(P(C2C=CC=CC=2)[C-]2C=CC=C2)=CC=1.C1C=CC(P(C2C=CC=CC=2)[C-]2C=CC=C2)=CC=1.Cl[Pd]Cl.[Fe+2].C(Cl)Cl. The yield is 0.440.